This data is from Full USPTO retrosynthesis dataset with 1.9M reactions from patents (1976-2016). The task is: Predict the reactants needed to synthesize the given product. Given the product [CH:3]([CH:4]1[C:12]2[CH:11]=[CH:10][CH:9]=[C:8]([C:13]#[N:14])[C:7]=2[CH2:6][CH2:5]1)=[O:2], predict the reactants needed to synthesize it. The reactants are: C[O:2]/[CH:3]=[C:4]1\[CH2:5][CH2:6][C:7]2[C:8]([C:13]#[N:14])=[CH:9][CH:10]=[CH:11][C:12]\1=2.B(Br)(Br)Br.